Task: Predict the product of the given reaction.. Dataset: Forward reaction prediction with 1.9M reactions from USPTO patents (1976-2016) (1) Given the reactants [Br:1][C:2]1[CH:3]=[C:4]([C:17]([OH:19])=[O:18])[C:5](=[O:16])[N:6]([CH2:8][CH2:9][N:10]2[CH2:15][CH2:14][O:13][CH2:12][CH2:11]2)[CH:7]=1.[CH3:20]O.S(=O)(=O)(O)O, predict the reaction product. The product is: [CH3:20][O:18][C:17]([C:4]1[C:5](=[O:16])[N:6]([CH2:8][CH2:9][N:10]2[CH2:15][CH2:14][O:13][CH2:12][CH2:11]2)[CH:7]=[C:2]([Br:1])[CH:3]=1)=[O:19]. (2) The product is: [CH:1]1([N:4]([CH2:18][C:19]2[O:20][CH:21]=[C:22]([C:24]([NH:58][CH2:59][CH2:60][CH:61]3[CH2:66][CH2:65][CH2:64][NH:63][CH2:62]3)=[O:25])[N:23]=2)[S:5]([C:8]2[C:13]([CH3:14])=[CH:12][C:11]([O:15][CH3:16])=[CH:10][C:9]=2[CH3:17])(=[O:6])=[O:7])[CH2:2][CH2:3]1.[CH:1]1([N:4]([CH2:18][C:19]2[O:20][CH:21]=[C:22]([C:24]([NH:58][CH2:59][CH2:60][CH:61]3[CH2:66][CH2:65][CH2:64][N:63]([C:67]([O:69][C:70]([CH3:73])([CH3:72])[CH3:71])=[O:68])[CH2:62]3)=[O:25])[N:23]=2)[S:5]([C:8]2[C:9]([CH3:17])=[CH:10][C:11]([O:15][CH3:16])=[CH:12][C:13]=2[CH3:14])(=[O:6])=[O:7])[CH2:2][CH2:3]1. Given the reactants [CH:1]1([N:4]([CH2:18][C:19]2[O:20][CH:21]=[C:22]([C:24](O)=[O:25])[N:23]=2)[S:5]([C:8]2[C:13]([CH3:14])=[CH:12][C:11]([O:15][CH3:16])=[CH:10][C:9]=2[CH3:17])(=[O:7])=[O:6])[CH2:3][CH2:2]1.CCN=C=NCCCN(C)C.C1C=C2N=NN(O)C2=CC=1.O.CCN(C(C)C)C(C)C.[NH2:58][CH2:59][CH2:60][CH:61]1[CH2:66][CH2:65][CH2:64][N:63]([C:67]([O:69][C:70]([CH3:73])([CH3:72])[CH3:71])=[O:68])[CH2:62]1, predict the reaction product. (3) The product is: [NH3:16].[CH:1]1([CH2:7][CH2:8][CH2:9][C@@H:10]([C:15]2[O:19][N:18]=[C:17]([CH2:20][S:21]([C:24]3[CH:25]=[CH:26][CH:27]=[CH:28][CH:29]=3)(=[O:23])=[O:22])[N:16]=2)[CH2:11][C:12]([NH:43][OH:44])=[O:13])[CH2:2][CH2:3][CH2:4][CH2:5][CH2:6]1. Given the reactants [CH:1]1([CH2:7][CH2:8][CH2:9][C@@H:10]([C:15]2[O:19][N:18]=[C:17]([CH2:20][S:21]([C:24]3[CH:29]=[CH:28][CH:27]=[CH:26][CH:25]=3)(=[O:23])=[O:22])[N:16]=2)[CH2:11][C:12](O)=[O:13])[CH2:6][CH2:5][CH2:4][CH2:3][CH2:2]1.C(N1C=CN=C1)(N1C=CN=C1)=O.Cl.[NH2:43][OH:44], predict the reaction product.